From a dataset of Peptide-MHC class II binding affinity with 134,281 pairs from IEDB. Regression. Given a peptide amino acid sequence and an MHC pseudo amino acid sequence, predict their binding affinity value. This is MHC class II binding data. The peptide sequence is KCKYPEGTKVTFHVE. The MHC is HLA-DQA10301-DQB10302 with pseudo-sequence HLA-DQA10301-DQB10302. The binding affinity (normalized) is 0.279.